Dataset: Forward reaction prediction with 1.9M reactions from USPTO patents (1976-2016). Task: Predict the product of the given reaction. (1) Given the reactants [CH2:1]([C:4]1([CH3:15])[C:13]2[C:8](=[CH:9][CH:10]=[CH:11][CH:12]=2)[CH2:7][CH2:6][C:5]1=[O:14])[CH:2]=[CH2:3].[CH3:16]OC(OC)OC.O.C1(C)C=CC(S(O)(=O)=O)=CC=1, predict the reaction product. The product is: [CH3:16][O:14][C:5]1[C:4]([CH2:1][CH:2]=[CH2:3])([CH3:15])[C:13]2[C:8]([CH2:7][CH:6]=1)=[CH:9][CH:10]=[CH:11][CH:12]=2. (2) Given the reactants [C:1]([O:5]C)(=[O:4])[C:2]#[CH:3].[C:7]1([SH:14])[C:8]([SH:13])=[CH:9][CH:10]=[CH:11][CH:12]=1, predict the reaction product. The product is: [S:13]1[C:8]2[CH:9]=[CH:10][CH:11]=[CH:12][C:7]=2[S:14][CH:3]1[CH2:2][C:1]([OH:5])=[O:4].